From a dataset of Catalyst prediction with 721,799 reactions and 888 catalyst types from USPTO. Predict which catalyst facilitates the given reaction. (1) Reactant: [Cl:1][C:2]1[N:7]=[C:6]2[N:8]=[C:9]([CH2:16][N:17]3[C:21]4[CH:22]=[N:23][CH:24]=[CH:25][C:20]=4[N:19]([CH:26]4[CH2:28][CH2:27]4)[C:18]3=[O:29])[N:10]([CH2:11][CH2:12][CH2:13][CH2:14][OH:15])[C:5]2=[CH:4][CH:3]=1.CC(OI1(OC(C)=O)(OC(C)=O)OC(=O)C2C=CC=CC1=2)=O.C(OCC)C. Product: [Cl:1][C:2]1[N:7]=[C:6]2[N:8]=[C:9]([CH2:16][N:17]3[C:21]4[CH:22]=[N:23][CH:24]=[CH:25][C:20]=4[N:19]([CH:26]4[CH2:28][CH2:27]4)[C:18]3=[O:29])[N:10]([CH2:11][CH2:12][CH2:13][CH:14]=[O:15])[C:5]2=[CH:4][CH:3]=1. The catalyst class is: 2. (2) Reactant: [Br:1][Si](C)(C)C.CS(C)=O.[N:10]1([C:15]2[CH:20]=[CH:19][CH:18]=[CH:17][N:16]=2)[CH:14]=[CH:13][CH:12]=[CH:11]1.O. Product: [Br:1][C:12]1[CH:13]=[CH:14][N:10]([C:15]2[CH:20]=[CH:19][CH:18]=[CH:17][N:16]=2)[CH:11]=1. The catalyst class is: 210.